From a dataset of Forward reaction prediction with 1.9M reactions from USPTO patents (1976-2016). Predict the product of the given reaction. (1) Given the reactants [CH3:1][O:2][C:3]1[CH:8]=[CH:7][C:6]([NH:9][C:10](=[O:16])[O:11][C:12]([CH3:15])([CH3:14])[CH3:13])=[C:5]([CH3:17])[CH:4]=1.C([Li])(CC)C.[CH3:23][C:24]([CH3:28])([CH3:27])[CH:25]=[O:26].Cl, predict the reaction product. The product is: [C:12]([O:11][C:10](=[O:16])[NH:9][C:6]1[CH:7]=[CH:8][C:3]([O:2][CH3:1])=[CH:4][C:5]=1[CH2:17][CH:25]([OH:26])[C:24]([CH3:28])([CH3:27])[CH3:23])([CH3:13])([CH3:14])[CH3:15]. (2) The product is: [CH2:1]([C@H:8]1[CH2:24][CH2:12][O:11][C:10](=[O:13])[N:9]1[C:14](=[O:20])[C@@H:15]([C@@H:38]([C:35]1[CH:36]=[N:37][C:32]([Cl:31])=[CH:33][CH:34]=1)[OH:39])[CH2:16][CH2:17][C:18]#[CH:19])[C:2]1[CH:3]=[CH:4][CH:5]=[CH:6][CH:7]=1. Given the reactants [CH2:1]([C@H:8]1[CH2:12][O:11][C:10](=[O:13])[N:9]1[C:14](=[O:20])[CH2:15][CH2:16][CH2:17][C:18]#[CH:19])[C:2]1[CH:7]=[CH:6][CH:5]=[CH:4][CH:3]=1.[Cl-].[Mg+2].[Cl-].[CH2:24](N(CC)CC)C.[Cl:31][C:32]1[N:37]=[CH:36][C:35]([CH:38]=[O:39])=[CH:34][CH:33]=1.Cl[Si](C)(C)C, predict the reaction product.